This data is from Forward reaction prediction with 1.9M reactions from USPTO patents (1976-2016). The task is: Predict the product of the given reaction. (1) Given the reactants [CH3:1][C:2]1[CH:11]=[CH:10][C:5]2[N:6]=[C:7](N)[S:8][C:4]=2[CH:3]=1.C([CH2:14][O:15][C:16]1[C:17]([F:26])=[C:18]([C:23]([NH2:25])=[O:24])[C:19]([F:22])=[CH:20][CH:21]=1)#N, predict the reaction product. The product is: [F:26][C:17]1[C:16]([O:15][CH2:14][C:7]2[S:8][C:4]3[CH:3]=[C:2]([CH3:1])[CH:11]=[CH:10][C:5]=3[N:6]=2)=[CH:21][CH:20]=[C:19]([F:22])[C:18]=1[C:23]([NH2:25])=[O:24]. (2) Given the reactants [NH2:1][C:2]1[C:3]([C:18]2[CH:33]=[CH:32][C:21]([C:22]([NH:24][CH2:25][C:26]3[CH:31]=[CH:30][CH:29]=[CH:28][CH:27]=3)=[O:23])=[C:20]([F:34])[CH:19]=2)=[N:4][C:5]([CH:8]2[CH2:17][CH2:16][C:11]3(OCC[O:12]3)[CH2:10][CH2:9]2)=[CH:6][N:7]=1.C(#N)C.Cl.[OH-].[Na+], predict the reaction product. The product is: [NH2:1][C:2]1[C:3]([C:18]2[CH:33]=[CH:32][C:21]([C:22]([NH:24][CH2:25][C:26]3[CH:27]=[CH:28][CH:29]=[CH:30][CH:31]=3)=[O:23])=[C:20]([F:34])[CH:19]=2)=[N:4][C:5]([CH:8]2[CH2:17][CH2:16][C:11](=[O:12])[CH2:10][CH2:9]2)=[CH:6][N:7]=1. (3) Given the reactants [CH:1]1([C:4]2[C:16](C(O)=O)=[C:7]3[C:8]([CH2:14][OH:15])=[CH:9][CH:10]=[C:11]([O:12][CH3:13])[N:6]3[N:5]=2)[CH2:3][CH2:2]1, predict the reaction product. The product is: [CH:1]1([C:4]2[CH:16]=[C:7]3[C:8]([CH2:14][OH:15])=[CH:9][CH:10]=[C:11]([O:12][CH3:13])[N:6]3[N:5]=2)[CH2:2][CH2:3]1. (4) Given the reactants [N:1]1([S:7]([CH2:10][CH2:11][C:12]2[CH:17]=[CH:16][C:15]([NH2:18])=[CH:14][CH:13]=2)(=[O:9])=[O:8])[CH2:6][CH2:5][O:4][CH2:3][CH2:2]1.[CH2:19]([O:21][C:22]([C:24]1[C:25](=[O:48])[C:26]2[CH:31]=[N:30][C:29](S(CC)(=O)=O)=[N:28][C:27]=2[N:37]([C:39]2[CH:40]=[C:41]3[C:45](=[CH:46][CH:47]=2)[CH2:44][CH2:43][CH2:42]3)[CH:38]=1)=[O:23])[CH3:20], predict the reaction product. The product is: [CH2:19]([O:21][C:22]([C:24]1[C:25](=[O:48])[C:26]2[CH:31]=[N:30][C:29]([NH:18][C:15]3[CH:16]=[CH:17][C:12]([CH2:11][CH2:10][S:7]([N:1]4[CH2:2][CH2:3][O:4][CH2:5][CH2:6]4)(=[O:9])=[O:8])=[CH:13][CH:14]=3)=[N:28][C:27]=2[N:37]([C:39]2[CH:40]=[C:41]3[C:45](=[CH:46][CH:47]=2)[CH2:44][CH2:43][CH2:42]3)[CH:38]=1)=[O:23])[CH3:20]. (5) Given the reactants [CH2:1]([O:8][C:9]1[CH:14]=[CH:13][C:12]([N+:15]([O-])=O)=[CH:11][C:10]=1[Cl:18])[C:2]1[CH:7]=[CH:6][CH:5]=[CH:4][CH:3]=1.[Cl-].[NH4+], predict the reaction product. The product is: [CH2:1]([O:8][C:9]1[CH:14]=[CH:13][C:12]([NH2:15])=[CH:11][C:10]=1[Cl:18])[C:2]1[CH:3]=[CH:4][CH:5]=[CH:6][CH:7]=1. (6) Given the reactants CC(C)([O-])C.[K+].[C:7]1([C:13]2([CH2:19][CH:20]=O)[CH2:18][CH2:17][CH2:16][CH2:15][CH2:14]2)[CH:12]=[CH:11][CH:10]=[CH:9][CH:8]=1.[CH3:22][CH2:23][O:24][C:25]([CH3:27])=[O:26], predict the reaction product. The product is: [C:7]1([C:13]2([CH2:19]/[CH:20]=[CH:27]/[C:25]([O:24][CH2:23][CH3:22])=[O:26])[CH2:14][CH2:15][CH2:16][CH2:17][CH2:18]2)[CH:8]=[CH:9][CH:10]=[CH:11][CH:12]=1. (7) The product is: [S:8]1[C:4]2[CH:3]=[C:2]([O:1][CH:12]([CH2:22][O:23][CH3:24])[C:13]([NH:15][C:16]([CH3:21])([CH3:20])[C:17]#[C:18][CH3:19])=[O:14])[CH:10]=[CH:9][C:5]=2[N:6]=[CH:7]1. Given the reactants [OH:1][C:2]1[CH:10]=[CH:9][C:5]2[N:6]=[CH:7][S:8][C:4]=2[CH:3]=1.Br[CH:12]([CH2:22][O:23][CH3:24])[C:13]([NH:15][C:16]([CH3:21])([CH3:20])[C:17]#[C:18][CH3:19])=[O:14].C(=O)([O-])[O-].[K+].[K+].Cl, predict the reaction product. (8) Given the reactants [CH3:1][S:2][C:3]1[C:8]2[CH:9]=[C:10]3[N:14]([C:7]=2[CH:6]=[CH:5][N:4]=1)[CH2:13][CH2:12][C:11]3=[O:15].[BH4-].[Na+], predict the reaction product. The product is: [CH3:1][S:2][C:3]1[C:8]2[CH:9]=[C:10]3[N:14]([C:7]=2[CH:6]=[CH:5][N:4]=1)[CH2:13][CH2:12][CH:11]3[OH:15]. (9) The product is: [CH3:1][O:2][C:3](=[O:32])[N:4]=[C:5]([S:30][CH3:31])[C:6]([C:20]1[CH:25]=[C:24]([O:26][CH3:27])[CH:23]=[C:22]([O:28][CH2:40][CH2:41][O:42][Si:43]([C:46]([CH3:49])([CH3:48])[CH3:47])([CH3:45])[CH3:44])[C:21]=1[F:29])=[N:7][C:8]1[CH:13]=[CH:12][C:11]([C:14]2[N:18]=[C:17]([CH3:19])[O:16][N:15]=2)=[CH:10][CH:9]=1. Given the reactants [CH3:1][O:2][C:3](=[O:32])[N:4]=[C:5]([S:30][CH3:31])[C:6]([C:20]1[CH:25]=[C:24]([O:26][CH3:27])[CH:23]=[C:22]([OH:28])[C:21]=1[F:29])=[N:7][C:8]1[CH:13]=[CH:12][C:11]([C:14]2[N:18]=[C:17]([CH3:19])[O:16][N:15]=2)=[CH:10][CH:9]=1.C(=O)([O-])[O-].[K+].[K+].Br[CH2:40][CH2:41][O:42][Si:43]([C:46]([CH3:49])([CH3:48])[CH3:47])([CH3:45])[CH3:44].[Cl-].[NH4+], predict the reaction product. (10) Given the reactants [Cl:1][C:2]1[CH:7]=[CH:6][C:5]([C:8]2[CH:9]=[C:10]([C:20](O)=[O:21])[N:11]=[N:12][C:13]=2[O:14][CH2:15][C:16]([F:19])([F:18])[F:17])=[CH:4][CH:3]=1.[CH3:23][C:24]([C:27]1[S:28][CH:29]=[C:30]([CH2:32][NH2:33])[N:31]=1)([CH3:26])[CH3:25], predict the reaction product. The product is: [C:24]([C:27]1[S:28][CH:29]=[C:30]([CH2:32][NH:33][C:20]([C:10]2[N:11]=[N:12][C:13]([O:14][CH2:15][C:16]([F:17])([F:19])[F:18])=[C:8]([C:5]3[CH:4]=[CH:3][C:2]([Cl:1])=[CH:7][CH:6]=3)[CH:9]=2)=[O:21])[N:31]=1)([CH3:26])([CH3:23])[CH3:25].